From a dataset of Full USPTO retrosynthesis dataset with 1.9M reactions from patents (1976-2016). Predict the reactants needed to synthesize the given product. (1) The reactants are: [C:1]1([CH2:7][CH:8]([OH:10])[CH3:9])[CH:6]=[CH:5][CH:4]=[CH:3][CH:2]=1.C(OC=C)(=O)C. Given the product [C:1]1([CH2:7][C@@H:8]([OH:10])[CH3:9])[CH:6]=[CH:5][CH:4]=[CH:3][CH:2]=1, predict the reactants needed to synthesize it. (2) Given the product [CH3:1][CH:2]([CH3:57])[C@H:3]([NH:52][C:53](=[O:56])[O:54][CH3:55])[C:4]([N:6]1[CH2:10][CH2:9][CH2:8][C@H:7]1[C:11]1[NH:12][CH:13]=[C:14]([C:16]2[CH:21]=[CH:20][C:19]([C:22]3[CH:23]=[CH:24][C:25]([C:28]4[N:29]=[C:30]([CH:33]5[CH2:40][C:36]6([CH2:37][N:38]([S:66]([CH3:65])(=[O:68])=[O:67])[CH2:39]6)[CH2:35][N:34]5[C:41](=[O:51])[C@@H:42]([NH:46][C:47]([O:49][CH3:50])=[O:48])[CH:43]([CH3:44])[CH3:45])[NH:31][CH:32]=4)=[CH:26][CH:27]=3)=[CH:18][CH:17]=2)[N:15]=1)=[O:5], predict the reactants needed to synthesize it. The reactants are: [CH3:1][CH:2]([CH3:57])[C@H:3]([NH:52][C:53](=[O:56])[O:54][CH3:55])[C:4]([N:6]1[CH2:10][CH2:9][CH2:8][C@H:7]1[C:11]1[NH:12][CH:13]=[C:14]([C:16]2[CH:21]=[CH:20][C:19]([C:22]3[CH:27]=[CH:26][C:25]([C:28]4[N:29]=[C:30]([CH:33]5[CH2:40][C:36]6([CH2:39][NH:38][CH2:37]6)[CH2:35][N:34]5[C:41](=[O:51])[C@@H:42]([NH:46][C:47]([O:49][CH3:50])=[O:48])[CH:43]([CH3:45])[CH3:44])[NH:31][CH:32]=4)=[CH:24][CH:23]=3)=[CH:18][CH:17]=2)[N:15]=1)=[O:5].C(N(CC)CC)C.[CH3:65][S:66](Cl)(=[O:68])=[O:67].C(=O)([O-])[O-].[K+].[K+].